The task is: Regression. Given two drug SMILES strings and cell line genomic features, predict the synergy score measuring deviation from expected non-interaction effect.. This data is from NCI-60 drug combinations with 297,098 pairs across 59 cell lines. (1) Drug 1: C1=NC2=C(N=C(N=C2N1C3C(C(C(O3)CO)O)O)F)N. Drug 2: CC(C)(C#N)C1=CC(=CC(=C1)CN2C=NC=N2)C(C)(C)C#N. Cell line: U251. Synergy scores: CSS=2.73, Synergy_ZIP=-1.95, Synergy_Bliss=-4.95, Synergy_Loewe=-7.12, Synergy_HSA=-5.27. (2) Cell line: SK-MEL-2. Drug 1: CCN(CC)CCNC(=O)C1=C(NC(=C1C)C=C2C3=C(C=CC(=C3)F)NC2=O)C. Synergy scores: CSS=37.7, Synergy_ZIP=-7.21, Synergy_Bliss=-8.18, Synergy_Loewe=-5.58, Synergy_HSA=-4.53. Drug 2: CC1C(C(CC(O1)OC2CC(CC3=C2C(=C4C(=C3O)C(=O)C5=C(C4=O)C(=CC=C5)OC)O)(C(=O)CO)O)N)O.Cl. (3) Cell line: OVCAR-8. Drug 1: C1=NC(=NC(=O)N1C2C(C(C(O2)CO)O)O)N. Synergy scores: CSS=45.4, Synergy_ZIP=-13.3, Synergy_Bliss=-1.41, Synergy_Loewe=1.65, Synergy_HSA=4.21. Drug 2: CC1=C(N=C(N=C1N)C(CC(=O)N)NCC(C(=O)N)N)C(=O)NC(C(C2=CN=CN2)OC3C(C(C(C(O3)CO)O)O)OC4C(C(C(C(O4)CO)O)OC(=O)N)O)C(=O)NC(C)C(C(C)C(=O)NC(C(C)O)C(=O)NCCC5=NC(=CS5)C6=NC(=CS6)C(=O)NCCC[S+](C)C)O. (4) Drug 1: COC1=NC(=NC2=C1N=CN2C3C(C(C(O3)CO)O)O)N. Drug 2: C1CN1C2=NC(=NC(=N2)N3CC3)N4CC4. Synergy scores: CSS=65.3, Synergy_ZIP=1.94, Synergy_Bliss=2.12, Synergy_Loewe=-28.4, Synergy_HSA=-0.644. Cell line: SR. (5) Drug 2: C1=CN(C=N1)CC(O)(P(=O)(O)O)P(=O)(O)O. Drug 1: C1=CC=C(C(=C1)C(C2=CC=C(C=C2)Cl)C(Cl)Cl)Cl. Synergy scores: CSS=-0.229, Synergy_ZIP=-1.76, Synergy_Bliss=-5.07, Synergy_Loewe=-3.50, Synergy_HSA=-4.75. Cell line: SNB-75.